Dataset: Reaction yield outcomes from USPTO patents with 853,638 reactions. Task: Predict the reaction yield, written as a fraction of the theoretical maximum amount of product (1.0 means a 100% yield; for example, 0.34 means a 34% yield). (1) The reactants are [Cl:1][C:2]1[C:11]2[C:6](=[CH:7][CH:8]=[C:9]([O:12][CH3:13])[CH:10]=2)[C:5](=O)[NH:4][CH:3]=1.O=P(Cl)(Cl)[Cl:17]. No catalyst specified. The product is [Cl:17][C:5]1[C:6]2[C:11](=[CH:10][C:9]([O:12][CH3:13])=[CH:8][CH:7]=2)[C:2]([Cl:1])=[CH:3][N:4]=1. The yield is 0.650. (2) The reactants are BrC1SC2C=C(C(OCC)=O)C=CC=2N=1.FC1(F)CCNCC1.C([O-])([O-])=O.[Cs+].[Cs+].[F:30][C:31]1([F:51])[CH2:36][CH2:35][N:34]([C:37]2[S:38][C:39]3[CH:45]=[C:44]([C:46]([O:48]CC)=[O:47])[CH:43]=[CH:42][C:40]=3[N:41]=2)[CH2:33][CH2:32]1.Cl. The catalyst is CC#N.O. The product is [F:51][C:31]1([F:30])[CH2:36][CH2:35][N:34]([C:37]2[S:38][C:39]3[CH:45]=[C:44]([C:46]([OH:48])=[O:47])[CH:43]=[CH:42][C:40]=3[N:41]=2)[CH2:33][CH2:32]1. The yield is 0.990. (3) The reactants are [CH2:1]([O:3][C:4]([C:6]1[CH:7](Br)[C:8]2[C:13]([C:14]=1[C:15]1[CH:20]=[CH:19][CH:18]=[CH:17][CH:16]=1)=[CH:12][CH:11]=[C:10]([O:21][CH3:22])[CH:9]=2)=[O:5])[CH3:2].[CH2:24]([OH:26])[CH3:25]. The catalyst is [N+]([O-])([O-])=O.[Ag+]. The product is [CH2:1]([O:3][C:4]([C:6]1[CH:7]([O:26][CH2:24][CH3:25])[C:8]2[C:13]([C:14]=1[C:15]1[CH:20]=[CH:19][CH:18]=[CH:17][CH:16]=1)=[CH:12][CH:11]=[C:10]([O:21][CH3:22])[CH:9]=2)=[O:5])[CH3:2]. The yield is 0.520. (4) The yield is 0.0400. The catalyst is C1COCC1. The product is [F:1][C:2]1[CH:3]=[CH:4][C:5]([C:8]2[O:9][C:10]([C:21]([C:24]3[CH:29]=[CH:28][N:27]=[CH:26][CH:25]=3)([OH:23])[CH3:22])=[N:11][N:12]=2)=[CH:6][CH:7]=1. The reactants are [F:1][C:2]1[CH:7]=[CH:6][C:5]([C:8]2[O:9][CH:10]=[N:11][N:12]=2)=[CH:4][CH:3]=1.[Li+].CC([N-]C(C)C)C.[C:21]([C:24]1[CH:29]=[CH:28][N:27]=[CH:26][CH:25]=1)(=[O:23])[CH3:22].